Dataset: Retrosynthesis with 50K atom-mapped reactions and 10 reaction types from USPTO. Task: Predict the reactants needed to synthesize the given product. (1) Given the product Cc1cc(N2CCN(C(=O)OC(C)(C)C)CC2)c2oc(C#N)c(Cc3ccccc3)c2c1, predict the reactants needed to synthesize it. The reactants are: CC(C)(C)OC(=O)N1CCNCC1.Cc1cc(Br)c2oc(C#N)c(Cc3ccccc3)c2c1. (2) The reactants are: CC(C)[C@]1(C(=O)N2CC=C(c3cccc(C(F)(F)F)c3)CC2)CC[C@@H](NC2CCOCC2)C1. Given the product CC(C)[C@]1(C(=O)N2CCC(c3cccc(C(F)(F)F)c3)CC2)CC[C@@H](NC2CCOCC2)C1, predict the reactants needed to synthesize it. (3) Given the product CS(=O)(=O)N1CCCC1c1cc2[nH]c(-c3ccccn3)nc2cc1Oc1ccc(F)cc1, predict the reactants needed to synthesize it. The reactants are: CS(=O)(=O)Cl.Fc1ccc(Oc2cc3nc(-c4ccccn4)[nH]c3cc2C2CCCN2)cc1. (4) Given the product CN1C(=O)C2(CC(C)(C)Cc3ccc(CCCC#N)cc32)N=C1N, predict the reactants needed to synthesize it. The reactants are: CN1C(=O)C2(CC(C)(C)Cc3ccc(Br)cc32)N=C1N.N#CCCC[Zn+].